Dataset: Forward reaction prediction with 1.9M reactions from USPTO patents (1976-2016). Task: Predict the product of the given reaction. (1) Given the reactants ClC1C=CC(C#N)=C(OC2C=CC=C(CCl)C=2CCC)C=1.[C:22]([OH:29])(=[O:28])/[CH:23]=[CH:24]/[C:25]([OH:27])=[O:26].[NH2:30][CH2:31][C:32]1[C:33]([CH2:48][CH2:49][CH3:50])=[C:34]([CH:45]=[CH:46][CH:47]=1)[O:35][C:36]1[CH:43]=[C:42]([Cl:44])[CH:41]=[CH:40][C:37]=1[C:38]#[N:39].[NH2:51][CH2:52][C:53]1[C:54]([CH2:69][CH2:70][CH3:71])=[C:55]([CH:66]=[CH:67][CH:68]=1)[O:56][C:57]1[CH:64]=[C:63]([Cl:65])[CH:62]=[CH:61][C:58]=1[C:59]#[N:60].ClC1C=CC(C#N)=C(OC2C=CC=C(CCl)C=2CCC)C=1.N.C(O)(=O)/C=C/C(O)=O, predict the reaction product. The product is: [C:22]([OH:29])(=[O:28])/[CH:23]=[CH:24]/[C:25]([OH:27])=[O:26].[NH2:30][CH2:31][C:32]1[C:33]([CH2:48][CH2:49][CH3:50])=[C:34]([CH:45]=[CH:46][CH:47]=1)[O:35][C:36]1[CH:43]=[C:42]([Cl:44])[CH:41]=[CH:40][C:37]=1[C:38]#[N:39].[NH2:51][CH2:52][C:53]1[C:54]([CH2:69][CH2:70][CH3:71])=[C:55]([CH:66]=[CH:67][CH:68]=1)[O:56][C:57]1[CH:64]=[C:63]([Cl:65])[CH:62]=[CH:61][C:58]=1[C:59]#[N:60]. (2) The product is: [Cl:12][C:13]1[CH:14]=[N:15][CH:16]=[C:17]([Cl:20])[C:18]=1[N:8]1[CH2:7][CH2:6][CH:5]([C:3]([N:2]([CH3:11])[CH3:1])=[O:4])[CH2:10][CH2:9]1. Given the reactants [CH3:1][N:2]([CH3:11])[C:3]([CH:5]1[CH2:10][CH2:9][NH:8][CH2:7][CH2:6]1)=[O:4].[Cl:12][C:13]1[CH:14]=[N:15][CH:16]=[C:17]([Cl:20])[C:18]=1Cl.C(N(CC)CC)C, predict the reaction product. (3) Given the reactants [CH3:1][N:2]([CH3:17])[CH2:3][CH2:4][O:5][C:6]1[CH:11]=[CH:10][C:9](B(O)O)=[CH:8][C:7]=1[CH:15]=[O:16].Br[C:19]1[CH:20]=[N:21][CH:22]=[CH:23][CH:24]=1, predict the reaction product. The product is: [CH3:1][N:2]([CH3:17])[CH2:3][CH2:4][O:5][C:6]1[CH:11]=[CH:10][C:9]([C:19]2[CH:20]=[N:21][CH:22]=[CH:23][CH:24]=2)=[CH:8][C:7]=1[CH:15]=[O:16].